This data is from Reaction yield outcomes from USPTO patents with 853,638 reactions. The task is: Predict the reaction yield, written as a fraction of the theoretical maximum amount of product (1.0 means a 100% yield; for example, 0.34 means a 34% yield). (1) The reactants are Br[C:2]1[CH:3]=[C:4]([OH:9])[CH:5]=[C:6](Br)[CH:7]=1.B(O)(O)[C:11]1[CH:16]=[CH:15][C:14]2[O:17][CH2:18][O:19][C:13]=2[CH:12]=1.[S:22]1[CH:26]=[CH:25][C:24](B(O)O)=[CH:23]1.C(=O)([O-])[O-].[Cs+].[Cs+]. The catalyst is C1C=CC(P(C2C=CC=CC=2)[C-]2C=CC=C2)=CC=1.C1C=CC(P(C2C=CC=CC=2)[C-]2C=CC=C2)=CC=1.Cl[Pd]Cl.[Fe+2].C(COC)OC. The product is [O:17]1[C:14]2[CH:15]=[CH:16][C:11]([C:2]3[CH:3]=[C:4]([OH:9])[CH:5]=[C:6]([C:24]4[CH:25]=[CH:26][S:22][CH:23]=4)[CH:7]=3)=[CH:12][C:13]=2[O:19][CH2:18]1. The yield is 0.425. (2) The reactants are [Cl-:1].[CH3:2][N+:3]([CH3:14])([CH2:6][C:7]1([CH3:13])[CH2:11][O:10][C:9](=[O:12])[NH:8]1)[CH2:4][CH3:5].C(O[Cl:20])(C)(C)C. The catalyst is CO. The product is [Cl-:20].[Cl:1][N:8]1[C:7]([CH2:6][N+:3]([CH3:2])([CH3:14])[CH2:4][CH3:5])([CH3:13])[CH2:11][O:10][C:9]1=[O:12]. The yield is 0.380. (3) The reactants are [CH3:1][O:2][C:3]1[CH:12]=[C:11]2[C:6]([N:7]=[CH:8][C:9](=[O:13])[NH:10]2)=[CH:5][CH:4]=1.[C:14]([Si:18]([O:31][CH2:32][CH:33]([F:36])[CH2:34]I)([C:25]1[CH:30]=[CH:29][CH:28]=[CH:27][CH:26]=1)[C:19]1[CH:24]=[CH:23][CH:22]=[CH:21][CH:20]=1)([CH3:17])([CH3:16])[CH3:15].C(=O)([O-])[O-].[Cs+].[Cs+].O. The catalyst is CN(C)C=O. The product is [Si:18]([O:31][CH2:32][CH:33]([F:36])[CH2:34][N:10]1[C:11]2[C:6](=[CH:5][CH:4]=[C:3]([O:2][CH3:1])[CH:12]=2)[N:7]=[CH:8][C:9]1=[O:13])([C:14]([CH3:16])([CH3:17])[CH3:15])([C:25]1[CH:26]=[CH:27][CH:28]=[CH:29][CH:30]=1)[C:19]1[CH:20]=[CH:21][CH:22]=[CH:23][CH:24]=1. The yield is 0.170. (4) The reactants are [CH:1]1([CH2:7][CH2:8][CH2:9][C@@H:10]([C:19]2[O:23][N:22]=[C:21](C(NN)=O)[N:20]=2)[CH2:11][C:12]([O:14]C(C)(C)C)=[O:13])[CH2:6][CH2:5][CH2:4][CH2:3][CH2:2]1.Cl.[N:29]([O-])=O.[Na+].C([O-])([O-])=O.[Na+].[Na+]. The catalyst is CC(O)=O. The product is [NH2:29][C:21]1[N:20]=[C:19]([C@H:10]([CH2:9][CH2:8][CH2:7][CH:1]2[CH2:2][CH2:3][CH2:4][CH2:5][CH2:6]2)[CH2:11][C:12]([OH:14])=[O:13])[O:23][N:22]=1. The yield is 0.500.